From a dataset of Catalyst prediction with 721,799 reactions and 888 catalyst types from USPTO. Predict which catalyst facilitates the given reaction. (1) Reactant: [N:1]1[C:9]2[C:8]([NH:10][C:11]([N:13]3[C@@H:19]4[CH2:20][N:16]([CH2:17][CH2:18]4)[C:15]4[CH:21]=[CH:22][C:23](Cl)=[N:24][C:14]3=4)=[O:12])=[N:7][CH:6]=[N:5][C:4]=2[NH:3][N:2]=1.[CH3:26][C:27]1[CH:32]=[C:31](B(O)O)[CH:30]=[CH:29][N:28]=1.C([O-])([O-])=O.[Cs+].[Cs+]. Product: [N:1]1[C:9]2[C:8]([NH:10][C:11]([N:13]3[C@@H:19]4[CH2:20][N:16]([CH2:17][CH2:18]4)[C:15]4[CH:21]=[CH:22][C:23]([C:31]5[CH:30]=[CH:29][N:28]=[C:27]([CH3:26])[CH:32]=5)=[N:24][C:14]3=4)=[O:12])=[N:7][CH:6]=[N:5][C:4]=2[NH:3][N:2]=1. The catalyst class is: 117. (2) Reactant: [Cl:1][C:2]1[CH:7]=[CH:6][C:5]([S:8]([CH:11]2[CH2:16][CH2:15][NH:14][CH2:13][CH2:12]2)(=[O:10])=[O:9])=[CH:4][CH:3]=1.Cl[C:18]1[CH:23]=[CH:22][C:21]([C:24]([F:27])([F:26])[F:25])=[CH:20][N:19]=1.CCN(C(C)C)C(C)C. Product: [Cl:1][C:2]1[CH:3]=[CH:4][C:5]([S:8]([CH:11]2[CH2:16][CH2:15][N:14]([C:18]3[CH:23]=[CH:22][C:21]([C:24]([F:27])([F:26])[F:25])=[CH:20][N:19]=3)[CH2:13][CH2:12]2)(=[O:9])=[O:10])=[CH:6][CH:7]=1. The catalyst class is: 12. (3) Reactant: [CH3:1][C:2]([CH3:10])([CH3:9])[CH2:3][C@@H:4]([C:6]([OH:8])=[O:7])[NH2:5].S(=O)(=O)(O)O.[CH3:16][C:17](=[CH2:19])[CH3:18].[OH-].[Na+]. Product: [C:17]([O:7][C:6](=[O:8])[C@H:4]([CH2:3][C:2]([CH3:10])([CH3:9])[CH3:1])[NH2:5])([CH3:19])([CH3:18])[CH3:16]. The catalyst class is: 684. (4) Reactant: [C:9](O[C:9]([O:11][C:12]([CH3:15])([CH3:14])[CH3:13])=[O:10])([O:11][C:12]([CH3:15])([CH3:14])[CH3:13])=[O:10].CC1C=CN=C(N)C=1C.[CH2:25]([O:32][CH2:33][C@@H:34]1[NH:39][C:38](=[O:40])[CH2:37][O:36][CH2:35]1)[C:26]1[CH:31]=[CH:30][CH:29]=[CH:28][CH:27]=1.N1C=CN=C1. Product: [C:12]([O:11][C:9]([N:39]1[C:38](=[O:40])[CH2:37][O:36][CH2:35][C@@H:34]1[CH2:33][O:32][CH2:25][C:26]1[CH:31]=[CH:30][CH:29]=[CH:28][CH:27]=1)=[O:10])([CH3:13])([CH3:14])[CH3:15]. The catalyst class is: 556. (5) Reactant: [Si](O[C@H:9]1[CH2:14][CH2:13][C@@:12]([C@H:16]2[CH2:24][CH2:23][C@@:22]3([CH3:25])[C@@H:18]([CH2:19]/[C:20](=[CH:27]/O)/[C:21]3=O)[C@@H:17]2[CH2:29][NH:30][C:31](=[O:37])[O:32][C:33]([CH3:36])([CH3:35])[CH3:34])([CH3:15])[C@@H:11]([CH2:38][O:39][Si:40]([C:43]([CH3:46])([CH3:45])[CH3:44])([CH3:42])[CH3:41])[CH2:10]1)(C(C)(C)C)(C)C.[OH2:47].[NH2:48][NH2:49]. Product: [Si:40]([O:47][C@H:9]1[CH2:14][CH2:13][C@@:12]([C@H:16]2[CH2:24][CH2:23][C@@:22]3([CH3:25])[C@@H:18]([CH2:19][C:20]4[CH:27]=[N:49][NH:48][C:21]=43)[C@@H:17]2[CH2:29][NH:30][C:31](=[O:37])[O:32][C:33]([CH3:34])([CH3:35])[CH3:36])([CH3:15])[C@@H:11]([CH2:38][O:39][Si:40]([C:43]([CH3:46])([CH3:45])[CH3:44])([CH3:41])[CH3:42])[CH2:10]1)([C:43]([CH3:46])([CH3:45])[CH3:44])([CH3:42])[CH3:41]. The catalyst class is: 14. (6) Product: [Br:2][C:3]1[C:4]([N:17]2[CH2:25][CH2:24][CH:20]([C:21]([NH2:23])=[O:22])[CH2:19][CH2:18]2)=[N:5][CH:6]=[N:7][CH:8]=1. The catalyst class is: 3. Reactant: Cl.[Br:2][C:3]1[C:4](Cl)=[N:5][CH:6]=[N:7][CH:8]=1.C(N(CC)CC)C.[NH:17]1[CH2:25][CH2:24][CH:20]([C:21]([NH2:23])=[O:22])[CH2:19][CH2:18]1.C(=O)([O-])O.[Na+].